Dataset: Forward reaction prediction with 1.9M reactions from USPTO patents (1976-2016). Task: Predict the product of the given reaction. (1) Given the reactants C([O:3][C:4](=[O:42])[C:5]1[CH:10]=[CH:9][C:8]([NH:11][C:12]([N:14]2[CH2:18][C@H:17]([C:19]3[CH:24]=[CH:23][CH:22]=[C:21]([Cl:25])[C:20]=3[F:26])[C@:16]([C:29]3[CH:34]=[CH:33][C:32]([Cl:35])=[CH:31][C:30]=3[F:36])([C:27]#[N:28])[C@@H:15]2[CH2:37][C:38]([CH3:41])([CH3:40])[CH3:39])=[O:13])=[CH:7][CH:6]=1)C.[OH-].[Na+].Cl, predict the reaction product. The product is: [Cl:25][C:21]1[C:20]([F:26])=[C:19]([C@H:17]2[CH2:18][N:14]([C:12]([NH:11][C:8]3[CH:7]=[CH:6][C:5]([C:4]([OH:42])=[O:3])=[CH:10][CH:9]=3)=[O:13])[C@@H:15]([CH2:37][C:38]([CH3:41])([CH3:40])[CH3:39])[C@@:16]2([C:29]2[CH:34]=[CH:33][C:32]([Cl:35])=[CH:31][C:30]=2[F:36])[C:27]#[N:28])[CH:24]=[CH:23][CH:22]=1. (2) Given the reactants [Na].O=C1O[C@H]([C@H](CO)O)C(O)=C1O.[CH2:14]([N:18]([CH2:26][C:27]([N:29]1[CH2:48][CH2:47][C:32]2[N:33]=[C:34]([NH:37][CH:38]3[CH2:46][C:45]4[C:40](=[CH:41][CH:42]=[CH:43][CH:44]=4)[CH2:39]3)[N:35]=[CH:36][C:31]=2[CH2:30]1)=[O:28])[C:19](=[O:25])[O:20][C:21]([CH3:24])([CH3:23])[CH3:22])[CH2:15][C:16]#[CH:17].C1(C)C=CC=CC=1.[N:56]([Si](C)(C)C)=[N+:57]=[N-:58], predict the reaction product. The product is: [CH2:39]1[C:40]2[C:45](=[CH:44][CH:43]=[CH:42][CH:41]=2)[CH2:46][CH:38]1[NH:37][C:34]1[N:35]=[CH:36][C:31]2[CH2:30][N:29]([C:27](=[O:28])[CH2:26][N:18]([CH2:14][CH2:15][C:16]3[N:56]=[N:57][NH:58][CH:17]=3)[C:19](=[O:25])[O:20][C:21]([CH3:24])([CH3:23])[CH3:22])[CH2:48][CH2:47][C:32]=2[N:33]=1. (3) The product is: [C:17]1([C:16]2[C:10]3[N:9]=[CH:8][N:7]([C:1]4[CH:6]=[CH:5][CH:4]=[C:3]([CH:24]=[CH2:25])[CH:2]=4)[C:12](=[O:13])[C:11]=3[S:14][CH:15]=2)[CH:18]=[CH:19][CH:20]=[CH:21][CH:22]=1. Given the reactants [C:1]1([N:7]2[C:12](=[O:13])[C:11]3[S:14][CH:15]=[C:16]([C:17]4[CH:22]=[CH:21][CH:20]=[CH:19][CH:18]=4)[C:10]=3[N:9]=[CH:8]2)[CH:6]=[CH:5][CH:4]=[CH:3][CH:2]=1.N[C:24]1C(C2C=CC=CC=2)=CS[C:25]=1C(OC)=O.C(OCC)(OCC)OCC.C(C1C=CC(N)=CC=1)=C, predict the reaction product. (4) Given the reactants [CH3:1][N:2]1[C:8]2[CH:9]=[CH:10][C:11]([N:13]3[CH2:17][C@H:16]([C:18]([O:20]C)=O)[O:15][C:14]3=[O:22])=[CH:12][C:7]=2[CH2:6][CH2:5][O:4][C:3]1=[O:23].[NH3:24], predict the reaction product. The product is: [CH3:1][N:2]1[C:8]2[CH:9]=[CH:10][C:11]([N:13]3[CH2:17][C@H:16]([C:18]([NH2:24])=[O:20])[O:15][C:14]3=[O:22])=[CH:12][C:7]=2[CH2:6][CH2:5][O:4][C:3]1=[O:23]. (5) Given the reactants [NH2:1][C:2](=[O:22])[CH2:3][CH:4]([C:15]1[CH:20]=[CH:19][C:18]([Br:21])=[CH:17][CH:16]=1)[C:5]([O:7]CC1C=CC=CC=1)=[O:6], predict the reaction product. The product is: [NH2:1][C:2](=[O:22])[CH2:3][CH:4]([C:15]1[CH:16]=[CH:17][C:18]([Br:21])=[CH:19][CH:20]=1)[C:5]([OH:7])=[O:6].